This data is from Catalyst prediction with 721,799 reactions and 888 catalyst types from USPTO. The task is: Predict which catalyst facilitates the given reaction. (1) Reactant: [CH2:1]([O:3][C:4]([C:6]1([C:9]2[CH:14]=[CH:13][C:12]([C:15]3[CH:20]=[CH:19][C:18]([C:21]4[S:22][C:23]([F:29])=CC=4C(O)=O)=[CH:17][CH:16]=3)=[CH:11][CH:10]=2)[CH2:8][CH2:7]1)=[O:5])[CH3:2].C([N:32]([CH2:35][CH3:36])[CH2:33]C)C.C1(P(N=[N+]=[N-])(C2C=CC=CC=2)=[O:44])C=CC=CC=1.[S:54]1[CH:58]=[CH:57][CH:56]=[C:55]1[C@H:59]([OH:61])[CH3:60]. Product: [CH2:1]([O:3][C:4]([C:6]1([C:9]2[CH:10]=[CH:11][C:12]([C:15]3[CH:20]=[CH:19][C:18]([C:21]4[S:22][C:23]([F:29])=[CH:36][C:35]=4[NH:32][C:33]([O:61][C@@H:59]([C:55]4[S:54][CH:58]=[CH:57][CH:56]=4)[CH3:60])=[O:44])=[CH:17][CH:16]=3)=[CH:13][CH:14]=2)[CH2:7][CH2:8]1)=[O:5])[CH3:2]. The catalyst class is: 133. (2) Reactant: [Br:1][C:2]1[CH:7]=[CH:6][C:5]([OH:8])=[C:4]([N:9]([CH3:11])[CH3:10])[CH:3]=1.C(N(C(C)C)C(C)C)C.Cl[CH2:22][O:23][CH3:24].O. Product: [Br:1][C:2]1[CH:7]=[CH:6][C:5]([O:8][CH2:22][O:23][CH3:24])=[C:4]([N:9]([CH3:11])[CH3:10])[CH:3]=1. The catalyst class is: 2. (3) Reactant: [CH2:1](O)[C:2]1[CH:7]=[CH:6][CH:5]=[CH:4][CH:3]=1.[Na].[N:10]12[CH2:17][CH2:16][CH:13]([CH2:14][CH2:15]1)[C@@H:12]([OH:18])[CH2:11]2.C([O:26][C:27]([N:29]1[CH2:38][CH2:37][C:36]2[C:31](=[CH:32][CH:33]=[CH:34][CH:35]=2)[C@@H:30]1[C:39]1[CH:44]=[CH:43][CH:42]=[CH:41][CH:40]=1)=O)C1C=CC=CC=1. Product: [CH2:1]([CH:11]1[CH:12]([O:18][C:27]([N:29]2[CH2:38][CH2:37][C:36]3[C:31](=[CH:32][CH:33]=[CH:34][CH:35]=3)[CH:30]2[C:39]2[CH:44]=[CH:43][CH:42]=[CH:41][CH:40]=2)=[O:26])[CH:13]2[CH2:16][CH2:17][N:10]1[CH2:15][CH2:14]2)[C:2]1[CH:7]=[CH:6][CH:5]=[CH:4][CH:3]=1. The catalyst class is: 575. (4) Reactant: [NH2:1][C@H:2]([C:4]1[N:9]([C:10]2[CH:15]=[CH:14][CH:13]=[CH:12][CH:11]=2)[C:8](=[O:16])[C:7]2=[C:17]([CH3:20])[CH:18]=[CH:19][N:6]2[N:5]=1)[CH3:3].[NH2:21][C:22]1[C:27]([C:28]([O:30][C:31]2[CH:36]=[CH:35][C:34]([S:37](=[O:41])(=[O:40])[NH:38][CH3:39])=[CH:33][CH:32]=2)=[O:29])=[C:26](Cl)[N:25]=[CH:24][N:23]=1.CCN(C(C)C)C(C)C.[F-].[Cs+]. Product: [NH2:21][C:22]1[C:27]([C:28]([O:30][C:31]2[CH:32]=[CH:33][C:34]([S:37](=[O:41])(=[O:40])[NH:38][CH3:39])=[CH:35][CH:36]=2)=[O:29])=[C:26]([NH:1][C@H:2]([C:4]2[N:9]([C:10]3[CH:15]=[CH:14][CH:13]=[CH:12][CH:11]=3)[C:8](=[O:16])[C:7]3=[C:17]([CH3:20])[CH:18]=[CH:19][N:6]3[N:5]=2)[CH3:3])[N:25]=[CH:24][N:23]=1. The catalyst class is: 107. (5) Reactant: [CH3:1][O:2][C:3]1[CH:4]=[C:5]2[C:10](=[CH:11][CH:12]=1)[C:9](=[O:13])[CH2:8][CH2:7][CH2:6]2.C[Si]([N:18]=[N+]=[N-])(C)C. Product: [CH3:1][O:2][C:3]1[CH:12]=[CH:11][C:10]2[C:9](=[O:13])[NH:18][CH2:8][CH2:7][CH2:6][C:5]=2[CH:4]=1. The catalyst class is: 67. (6) Reactant: [OH:1][C:2]1[CH:22]=[CH:21][C:5]2[C@@:6]3([CH2:16][C:17]([F:20])([F:19])[F:18])[CH2:14][CH2:13][C:12](=[O:15])[CH2:11][C@H:7]3[CH2:8][CH2:9][CH2:10][C:4]=2[CH:3]=1.[OH:23][C:24]1[CH:44]=[CH:43][C:27]2[C@:28]3([CH2:38][C:39]([F:42])([F:41])[F:40])[CH2:36][CH2:35][C:34](=[O:37])[CH2:33][C@@H:29]3[CH2:30][CH2:31][CH2:32][C:26]=2[CH:25]=1.[F:45][C:46]([F:65])([F:64])[S:47](N(C1C=CC=CC=1)[S:47]([C:46]([F:65])([F:64])[F:45])(=[O:49])=[O:48])(=[O:49])=[O:48].CCN(C(C)C)C(C)C. Product: [O:15]=[C:12]1[CH2:13][CH2:14][C@:6]2([CH2:16][C:17]([F:18])([F:19])[F:20])[C:5]3[CH:21]=[CH:22][C:2]([O:1][S:47]([C:46]([F:65])([F:64])[F:45])(=[O:49])=[O:48])=[CH:3][C:4]=3[CH2:10][CH2:9][CH2:8][C@@H:7]2[CH2:11]1.[O:37]=[C:34]1[CH2:35][CH2:36][C@@:28]2([CH2:38][C:39]([F:40])([F:41])[F:42])[C:27]3[CH:43]=[CH:44][C:24]([O:23][S:47]([C:46]([F:65])([F:64])[F:45])(=[O:49])=[O:48])=[CH:25][C:26]=3[CH2:32][CH2:31][CH2:30][C@H:29]2[CH2:33]1. The catalyst class is: 2. (7) Reactant: C(O[C:6]([NH:8][C@@H:9]1[CH2:13][CH2:12][CH2:11][C@H:10]1[NH2:14])=[O:7])(C)(C)C.[Cl:15][C:16]1[CH:17]=[C:18]2[C:22](=[CH:23][CH:24]=1)[NH:21][C:20](C(O)=O)=[CH:19]2.Cl.CN(C)CCCN=C=NCC.O.ON1C2C=CC=CC=2N=N1.FC(F)(F)C(O)=O. Product: [ClH:15].[Cl:15][C:16]1[CH:17]=[C:18]2[C:22](=[CH:23][CH:24]=1)[NH:21][C:20]([C:6]([NH:8][C@@H:9]1[CH2:13][CH2:12][CH2:11][C@H:10]1[NH2:14])=[O:7])=[CH:19]2. The catalyst class is: 204. (8) Product: [CH:1]1([C:4]([C:6]2[CH:35]=[CH:34][C:9]3[N:10]([CH2:14][CH2:15][O:16][C:17]4[CH:18]=[CH:19][C:20]([CH2:23][C@H:24]([O:28][CH2:29][C:30]([F:32])([F:31])[F:33])[C:25]([NH:66][C@@H:63]([C:60]5[CH:61]=[CH:62][CH:57]=[CH:58][CH:59]=5)[CH2:64][OH:65])=[O:26])=[CH:21][CH:22]=4)[C:11](=[O:13])[S:12][C:8]=3[CH:7]=2)=[O:5])[CH2:2][CH2:3]1. The catalyst class is: 236. Reactant: [CH:1]1([C:4]([C:6]2[CH:35]=[CH:34][C:9]3[N:10]([CH2:14][CH2:15][O:16][C:17]4[CH:22]=[CH:21][C:20]([CH2:23][CH:24]([O:28][CH2:29][C:30]([F:33])([F:32])[F:31])[C:25](O)=[O:26])=[CH:19][CH:18]=4)[C:11](=[O:13])[S:12][C:8]=3[CH:7]=2)=[O:5])[CH2:3][CH2:2]1.C1C=CC2N(O)N=NC=2C=1.CCN=C=NCCCN(C)C.[CH:57]1[CH:62]=[CH:61][C:60]([C@H:63]([NH2:66])[CH2:64][OH:65])=[CH:59][CH:58]=1. (9) Reactant: Cl.[NH2:2][C:3]1([C:6]([NH:8][CH2:9][CH2:10][C:11]2[N:12]([CH3:30])[C:13](=[O:29])[C:14]3[C:19]([C:20]=2[C:21]2[CH:26]=[CH:25][CH:24]=[CH:23][CH:22]=2)=[CH:18][C:17]([O:27][CH3:28])=[CH:16][CH:15]=3)=[O:7])[CH2:5][CH2:4]1.C(N(CC)CC)C.[CH3:38][O:39][C:40]1[CH:48]=[CH:47][C:43]([C:44](Cl)=[O:45])=[CH:42][CH:41]=1. Product: [CH3:38][O:39][C:40]1[CH:48]=[CH:47][C:43]([C:44]([NH:2][C:3]2([C:6]([NH:8][CH2:9][CH2:10][C:11]3[N:12]([CH3:30])[C:13](=[O:29])[C:14]4[C:19]([C:20]=3[C:21]3[CH:22]=[CH:23][CH:24]=[CH:25][CH:26]=3)=[CH:18][C:17]([O:27][CH3:28])=[CH:16][CH:15]=4)=[O:7])[CH2:5][CH2:4]2)=[O:45])=[CH:42][CH:41]=1. The catalyst class is: 9.